Task: Binary Classification. Given a miRNA mature sequence and a target amino acid sequence, predict their likelihood of interaction.. Dataset: Experimentally validated miRNA-target interactions with 360,000+ pairs, plus equal number of negative samples The miRNA is hsa-miR-1538 with sequence CGGCCCGGGCUGCUGCUGUUCCU. The protein sequence of the target gene is MASLFKKKTVDDVIKEQNRELRGTQRAIIRDRAALEKQEKQLELEIKKMAKIGNKEACKVLAKQLVHLRKQKTRTFAVSSKVTSMSTQTKVMNSQMKMAGAMSTTAKTMQAVNKKMDPQKTLQTMQNFQKENMKMEMTEEMINDTLDDIFDGSDDEEESQDIVNQVLDEIGIEISGKMAKAPSAARSLPSASTSKATISDEEIERQLKALGVD. Result: 0 (no interaction).